This data is from Human Reference Interactome with 51,813 positive PPI pairs across 8,248 proteins, plus equal number of experimentally-validated negative pairs. The task is: Binary Classification. Given two protein amino acid sequences, predict whether they physically interact or not. (1) Protein 1 (ENSG00000160285) has sequence MTEGTCLRRRGGPYKTEPATDLGRWRLNCERGRQTWTYLQDERAGREQTGLEAYALGLDTKNYFKDLPKAHTAFEGALNGMTFYVGLQAEDGHWTGDYGGPLFLLPGLLITCHVARIPLPAGYREEIVRYLRSVQLPDGGWGLHIEDKSTVFGTALNYVSLRILGVGPDDPDLVRARNILHKKGGAVAIPSWGKFWLAVLNVYSWEGLNTLFPEMWLFPDWAPAHPSTLWCHCRQVYLPMSYCYAVRLSAAEDPLVQSLRQELYVEDFASIDWLAQRNNVAPDELYTPHSWLLRVVYALL.... Protein 2 (ENSG00000180089) has sequence MDAGKAGQTLKTHCSAQRPDVCRWLSPFILSCCVYFCLWIPEDQLSWFAALVKCLPVLCLAGFLWVMSPSGGYTQLLQGALVCSAVGDACLIWPAAFVPGMAAFATAHLLYVWAFGFSPLQPGLLLLIILAPGPYLSLVLQHLEPDMVLPVAAYGLILMAMLWRGLAQGGSAGWGALLFTLSDGVLAWDTFAQPLPHAHLVIMTTYYAAQLLITLSALRSPVPKTD*. Result: 1 (the proteins interact). (2) Protein 1 (ENSG00000166783) has sequence MMEGNGTENSCSRTRGWLQQDNDAKPWLWKFSNCFSRPEQTLPHSPQTKEYMENKKVAVELKDVPSPLHAGSKLFPAVPLPDIRSLQQPKIQLSSVPKVSCCAHCPNEPSTSPMRFGGGGGGSGGTSSLIHPGALLDSQSTRTITCQVGSGFAFQSASSLQNASARNNLAGIASDFPSMCLESNLSSCKHLPCCGKLHFQSCHGNVHKLHQFPSLQGCTSAGYFPCSDFTSGAPGHLEEHISQSELTPHLCTNSLHLNVVPPVCLKGSLYCEDCLNKPARNSIIDAAKVWPNIPPPNTQP.... Protein 2 (ENSG00000151445) has sequence MNRTKGDEEEYWNSSKFKAFTFDDEDDELSQLKESKRAVNSLRDFVDDDDDDDLERVSWSGEPVGSRTRPGSFQSLSDALSDTPAKSYAPELGRPKGEYRDYSNDWSPSDTVRRLRKGKVCSLERFRSLQDKLQLLEEAVSMHDGNVITAVLIFLKRTLSKEILFRELEVRQVALRHLIHFLKEIGDQKLLLDLFRFLDRTEELALSHYREHLNIQDPDKRKEFLKTCVGLPFSAEDSAHIQDHYTLLERQIIIEANDRHLESAGQTEIFRKHPRKASILNMPLVTTLFYSCFYHYTEAE.... Result: 0 (the proteins do not interact). (3) Result: 0 (the proteins do not interact). Protein 2 (ENSG00000163249) has sequence MGNTLTCCVSPNASPKLGRRAGSAELYCASDIYEAVSGDAVAVAPAVVEPAELDFGEGEGHHLQHISDREMPEDLALESNPSDHPRASTIFLSKSQTDVREKRKSNHLNHVSPGQLTKKYSSCSTIFLDDSTVSQPNLRTTVKCVTLAIYYHIKNRDANRSLDIFDERSHPLTREKVPEEYFKHDPEHKFIYRFVRTLFSAAQLTAECAIVTLVYLERLLTYAEIDICPTNWKRIVLGAILLASKVWDDQAVWNVDYCQILKDITVEDMNEMERHFLELLQFNINVPASVYAKYYFDLRS.... Protein 1 (ENSG00000171401) has sequence MSLRLQSSSASYGGGFGGGSCQLGGGRGVSTCSTRFVSGGSAGGYGGGVSCGFGGGAGSGFGGGYGGGLGGGYGGGLGGGFGGGFAGGFVDFGACDGGLLTGNEKITMQNLNDRLASYLEKVRALEEANADLEVKIRDWHLKQSPASPERDYSPYYKTIEELRDKILTATIENNRVILEIDNARLAADDFRLKYENELALRQSVEADINGLRRVLDELTLSKTDLEMQIESLNEELAYMKKNHEEEMKEFSNQVVGQVNVEMDATPGIDLTRVLAEMREQYEAMAERNRRDAEEWFHTKS.... (4) Protein 1 (ENSG00000079215) has sequence MTKSNGEEPKMGGRMERFQQGVRKRTLLAKKKVQNITKEDVKSYLFRNAFVLLTVTAVIVGTILGFTLRPYRMSYREVKYFSFPGELLMRMLQMLVLPLIISSLVTGMAALDSKASGKMGMRAVVYYMTTTIIAVVIGIIIVIIIHPGKGTKENMHREGKIVRVTAADAFLDLIRNMFPPNLVEACFKQFKTNYEKRSFKVPIQANETLVGAVINNVSEAMETLTRITEELVPVPGSVNGVNALGLVVFSMCFGFVIGNMKEQGQALREFFDSLNEAIMRLVAVIMWYAPVGILFLIAGK.... Protein 2 (ENSG00000089723) has sequence MSETSFNLISEKCDILSILRDHPENRIYRRKIEELSKRFTAIRKTKGDGNCFYRALGYSYLESLLGKSREIFKFKERVLQTPNDLLAAGFEEHKFRNFFNAFYSVVELVEKDGSVSSLLKVFNDQSASDHIVQFLRLLTSAFIRNRADFFRHFIDEEMDIKDFCTHEVEPMATECDHIQITALSQALSIALQVEYVDEMDTALNHHVFPEAATPSVYLLYKTSHYNILYAADKH*MSETSFNLISEKCDILSILRDHPENRIYRRKIEELSKRFTAIRKTKGDGNCFYRALGYSYLESLL.... Result: 0 (the proteins do not interact). (5) Protein 1 (ENSG00000116750) has sequence ARGGSGRCVARAMTGNAGEWCLMESDPGVFTELIKGFGCRGAQVEEIWSLEPENFEKLKPVHGLIFLFKWQPGEEPAGSVVQDSRLDTIFFAKQVINNACATQAIVSVLLNCTHQDVHLGETLSEFKEFSQSFDAAMKGLALSNSDVIRQVHNSFARQQMFEFDTKTSAKEEDAFHFVSYVPVNGRLYELDGLREGPIDLGACNQDDWISAVRPVIEKRIQKDGFSPCCPGWSQTPELKPSACLDLPKWYSEGEIRFNLMAIVSDRKMIYEQKIAELQRQLAEEEPMDTDQGNSMLSAIQ.... Protein 2 (ENSG00000112981) has sequence MEISMPPPQIYVEKTLAIIKPDIVDKEEEIQDIILRSGFTIVQRRKLRLSPEQCSNFYVEKYGKMFFPNLTAYMSSGPLVAMILARHKAISYWLELLGPNNSLVAKETHPDSLRAIYGTDDLRNALHGSNDFAAAEREIRFMFPEVIVEPIPIGQAAKDYLNLHIMPTLLEGLTELCKQKPADPLIWLADWLLKNNPNKPKLCHHPIVEEPY*. Result: 0 (the proteins do not interact).